From a dataset of Peptide-MHC class I binding affinity with 185,985 pairs from IEDB/IMGT. Regression. Given a peptide amino acid sequence and an MHC pseudo amino acid sequence, predict their binding affinity value. This is MHC class I binding data. (1) The peptide sequence is QMLSVVGFLV. The MHC is HLA-A02:02 with pseudo-sequence HLA-A02:02. The binding affinity (normalized) is 0.986. (2) The peptide sequence is LCSEKPVMHY. The MHC is HLA-A30:02 with pseudo-sequence HLA-A30:02. The binding affinity (normalized) is 0.145. (3) The peptide sequence is IQIQATETA. The MHC is HLA-B27:03 with pseudo-sequence HLA-B27:03. The binding affinity (normalized) is 0.0847. (4) The peptide sequence is IQVNKGVAY. The MHC is HLA-A30:01 with pseudo-sequence HLA-A30:01. The binding affinity (normalized) is 0.0847. (5) The peptide sequence is FRVYYREGR. The MHC is Mamu-B08 with pseudo-sequence Mamu-B08. The binding affinity (normalized) is 0.101. (6) The peptide sequence is TTNAHCALL. The MHC is H-2-Kb with pseudo-sequence H-2-Kb. The binding affinity (normalized) is 0.500. (7) The MHC is HLA-A02:02 with pseudo-sequence HLA-A02:02. The binding affinity (normalized) is 0.977. The peptide sequence is FTSAVLLLL.